Dataset: Reaction yield outcomes from USPTO patents with 853,638 reactions. Task: Predict the reaction yield, written as a fraction of the theoretical maximum amount of product (1.0 means a 100% yield; for example, 0.34 means a 34% yield). (1) The reactants are [F:1][C:2]1[CH:3]=[CH:4][C:5]([SH:11])=[C:6]([CH:10]=1)[C:7]([OH:9])=[O:8].SC1C=CC=CC=1C(O)=O.Br[C:23]1[CH:28]=[CH:27][C:26]([Cl:29])=[CH:25][C:24]=1[CH2:30][C:31]([OH:33])=[O:32]. No catalyst specified. The product is [C:31]([CH2:30][C:24]1[CH:25]=[C:26]([Cl:29])[CH:27]=[CH:28][C:23]=1[S:11][C:5]1[CH:4]=[CH:3][C:2]([F:1])=[CH:10][C:6]=1[C:7]([OH:9])=[O:8])([OH:33])=[O:32]. The yield is 0.950. (2) The reactants are [CH:1]1([C:7]2[C:8]3[C:13]([N:14]4[C:19]=2[C:18]2[CH:20]=[CH:21][CH:22]=[CH:23][C:17]=2[S:16][CH2:15]4)=[CH:12][C:11]([C:24]([O:26]C)=[O:25])=[CH:10][CH:9]=3)[CH2:6][CH2:5][CH2:4][CH2:3][CH2:2]1.[OH-].[Na+].Cl. The catalyst is O1CCCC1.CO. The product is [CH:1]1([C:7]2[C:8]3[C:13]([N:14]4[C:19]=2[C:18]2[CH:20]=[CH:21][CH:22]=[CH:23][C:17]=2[S:16][CH2:15]4)=[CH:12][C:11]([C:24]([OH:26])=[O:25])=[CH:10][CH:9]=3)[CH2:2][CH2:3][CH2:4][CH2:5][CH2:6]1. The yield is 0.333. (3) The reactants are Cl.[O:2]([C:9]1[CH:14]=[CH:13][C:12]([N:15]2[CH2:20][CH2:19][CH:18]([NH2:21])[CH2:17][CH2:16]2)=[CH:11][CH:10]=1)[C:3]1[CH:8]=[CH:7][CH:6]=[CH:5][CH:4]=1.[CH3:22][O:23][C:24](=[O:27])[CH2:25]Br. No catalyst specified. The product is [CH3:22][O:23][C:24](=[O:27])[CH2:25][NH:21][CH:18]1[CH2:19][CH2:20][N:15]([C:12]2[CH:13]=[CH:14][C:9]([O:2][C:3]3[CH:8]=[CH:7][CH:6]=[CH:5][CH:4]=3)=[CH:10][CH:11]=2)[CH2:16][CH2:17]1. The yield is 0.210. (4) The reactants are Br[C:2]1[CH:21]=[CH:20][C:5]([CH2:6][N:7]([CH3:19])[C:8](=[O:18])[CH2:9][NH:10][C:11](=[O:17])[O:12][C:13]([CH3:16])([CH3:15])[CH3:14])=[CH:4][C:3]=1[Cl:22].[B:23]1([B:23]2[O:27][C:26]([CH3:29])([CH3:28])[C:25]([CH3:31])([CH3:30])[O:24]2)[O:27][C:26]([CH3:29])([CH3:28])[C:25]([CH3:31])([CH3:30])[O:24]1.C([O-])(=O)C.[K+]. The catalyst is O1CCOCC1.Cl[Pd]Cl.C1(P(C2C=CC=CC=2)[C-]2C=CC=C2)C=CC=CC=1.[C-]1(P(C2C=CC=CC=2)C2C=CC=CC=2)C=CC=C1.[Fe+2]. The product is [Cl:22][C:3]1[CH:4]=[C:5]([CH:20]=[CH:21][C:2]=1[B:23]1[O:27][C:26]([CH3:29])([CH3:28])[C:25]([CH3:31])([CH3:30])[O:24]1)[CH2:6][N:7]([CH3:19])[C:8](=[O:18])[CH2:9][NH:10][C:11](=[O:17])[O:12][C:13]([CH3:16])([CH3:15])[CH3:14]. The yield is 0.820.